Task: Regression/Classification. Given a drug SMILES string, predict its absorption, distribution, metabolism, or excretion properties. Task type varies by dataset: regression for continuous measurements (e.g., permeability, clearance, half-life) or binary classification for categorical outcomes (e.g., BBB penetration, CYP inhibition). Dataset: cyp2c9_veith.. Dataset: CYP2C9 inhibition data for predicting drug metabolism from PubChem BioAssay (1) The result is 0 (non-inhibitor). The molecule is O=C(/C=C/c1ccc2ccccc2c1)c1ccoc1. (2) The molecule is CCNC(=O)[C@@H]1O[C@@H](n2cnc3c(N)nc(NCCc4ccc(CCC(=O)O)cc4)nc32)[C@H](O)[C@@H]1O. The result is 0 (non-inhibitor). (3) The molecule is COc1cccc(NC(=O)c2oc3ccccc3c2NC(=O)c2ccc3c(c2)OCO3)c1. The result is 1 (inhibitor). (4) The drug is O=C(N/N=C1/C[C@@H](O)[C@@H](O)[C@H]2[C@@H]1CC[C@@H]1C(=O)N(C[C@@H]3CCCO3)C(=O)[C@H]12)OCc1ccccc1. The result is 0 (non-inhibitor). (5) The molecule is O=C(Nc1cccc(F)c1)/C(=C\c1ccco1)NC(=O)c1cccs1. The result is 1 (inhibitor). (6) The result is 1 (inhibitor). The molecule is COCCn1c(=O)c(-c2ccc(Cl)cc2)nc2cnc(Oc3ccccc3)nc21. (7) The compound is NC(N)=N/N=C(/c1ccccc1)c1ccc(O)cc1O. The result is 0 (non-inhibitor). (8) The drug is O=C(O)CN1CCN(Cc2ccc(F)cc2Cl)C1=O. The result is 1 (inhibitor). (9) The drug is CC(=O)NCCNc1ncnc2ccc(-c3ccccc3C)cc12. The result is 0 (non-inhibitor).